Dataset: Catalyst prediction with 721,799 reactions and 888 catalyst types from USPTO. Task: Predict which catalyst facilitates the given reaction. (1) Reactant: Br[C:2]1[CH:3]=[C:4]2[C:9](=[CH:10][CH:11]=1)[N:8]=[CH:7][C:6]([C:12]([CH:14]1[CH2:16][CH2:15]1)=[O:13])=[C:5]2[NH:17][C@H:18]1[CH2:23][CH2:22][C@H:21]([CH2:24][N:25]2[CH2:29][CH2:28][CH:27]([O:30][CH3:31])[CH2:26]2)[CH2:20][CH2:19]1.[Cl:32][C:33]1[CH:38]=[C:37](B2OC(C)(C)C(C)(C)O2)[CH:36]=[C:35]([Cl:48])[C:34]=1[OH:49].C([O-])([O-])=O.[Cs+].[Cs+]. Product: [CH:14]1([C:12]([C:6]2[CH:7]=[N:8][C:9]3[C:4]([C:5]=2[NH:17][C@H:18]2[CH2:19][CH2:20][C@H:21]([CH2:24][N:25]4[CH2:29][CH2:28][CH:27]([O:30][CH3:31])[CH2:26]4)[CH2:22][CH2:23]2)=[CH:3][C:2]([C:37]2[CH:38]=[C:33]([Cl:32])[C:34]([OH:49])=[C:35]([Cl:48])[CH:36]=2)=[CH:11][CH:10]=3)=[O:13])[CH2:15][CH2:16]1. The catalyst class is: 75. (2) Reactant: C(Cl)(Cl)Cl.[C:5]([O-])([O-])=[O:6].[K+].[K+].[Cl:11][C:12]1[C:17]([C:18]([F:21])([F:20])[F:19])=[CH:16][CH:15]=[CH:14][C:13]=1[OH:22].Cl. Product: [Cl:11][C:12]1[C:17]([C:18]([F:20])([F:21])[F:19])=[C:16]([CH:15]=[CH:14][C:13]=1[OH:22])[CH:5]=[O:6]. The catalyst class is: 6. (3) Reactant: [C:1]([N:8]([C:17]([O:19][C:20]([CH3:23])([CH3:22])[CH3:21])=[O:18])[C@H:9](C(O)=O)[CH2:10][CH2:11][CH2:12][NH2:13])([O:3][C:4]([CH3:7])([CH3:6])[CH3:5])=[O:2].C(N(CC)CC)C.Cl[C:32]([O:34]CC)=[O:33].[N:37]1[C:46]2[C:41](=[CH:42][CH:43]=[CH:44][CH:45]=2)[CH:40]=[C:39]([C:47]([NH2:49])=[O:48])[CH:38]=1.[C:50](N[C@@H](C(O)=O)CCC1C=CC=CC=1)(OC(C)(C)C)=[O:51].FC(F)(F)C(O)=O.C(=O)(O)[O-].[Na+]. Product: [N:37]1[C:46]2[C:41](=[CH:42][CH:43]=[CH:44][CH:45]=2)[CH:40]=[C:39]([C:47]([NH2:49])=[O:48])[CH:38]=1.[C:1]([N:8]([C:17]([O:19][C:20]([CH3:23])([CH3:21])[CH3:22])=[O:18])[C@H:9]([C:50]([NH:49][C@@H:47]([C:32]([OH:34])=[O:33])[CH2:39][CH2:40][C:41]1[CH:42]=[CH:43][CH:44]=[CH:45][CH:46]=1)=[O:51])[CH2:10][CH2:11][CH2:12][NH2:13])([O:3][C:4]([CH3:5])([CH3:7])[CH3:6])=[O:2]. The catalyst class is: 2. (4) Reactant: [Cl:1][C:2]1[C:3]([O:30][C@@H:31]2[CH2:35][CH2:34][CH2:33][C@H:32]2[C:36]2[CH:40]=[CH:39][N:38](C3CCCCO3)[N:37]=2)=[CH:4][C:5]([F:29])=[C:6]([S:8]([N:11](CC2C=CC(OC)=CC=2OC)[C:12]2[CH:17]=[CH:16][N:15]=[CH:14][N:13]=2)(=[O:10])=[O:9])[CH:7]=1.C([SiH](CC)CC)C.FC(F)(F)C(O)=O. Product: [Cl:1][C:2]1[C:3]([O:30][C@@H:31]2[CH2:35][CH2:34][CH2:33][C@H:32]2[C:36]2[NH:37][N:38]=[CH:39][CH:40]=2)=[CH:4][C:5]([F:29])=[C:6]([S:8]([NH:11][C:12]2[CH:17]=[CH:16][N:15]=[CH:14][N:13]=2)(=[O:10])=[O:9])[CH:7]=1. The catalyst class is: 4. (5) Reactant: Cl.Cl.[Cl:3][C:4]1[CH:5]=[C:6]([C:11]2([CH2:17][CH2:18][N:19]3[C@H:24]4[CH2:25][CH2:26][C@@H:20]3[CH2:21][CH:22]([N:27]3[C:31]5[CH:32]=[CH:33][CH:34]=[CH:35][C:30]=5[N:29]=[C:28]3[CH3:36])[CH2:23]4)[CH2:16][CH2:15][NH:14][CH2:13][CH2:12]2)[CH:7]=[C:8]([F:10])[CH:9]=1.C(N(CC)CC)C.[CH3:44][C:45]([CH3:50])([CH3:49])[C:46](Cl)=[O:47]. Product: [Cl:3][C:4]1[CH:5]=[C:6]([C:11]2([CH2:17][CH2:18][N:19]3[C@H:24]4[CH2:25][CH2:26][C@@H:20]3[CH2:21][CH:22]([N:27]3[C:31]5[CH:32]=[CH:33][CH:34]=[CH:35][C:30]=5[N:29]=[C:28]3[CH3:36])[CH2:23]4)[CH2:12][CH2:13][N:14]([C:46](=[O:47])[C:45]([CH3:50])([CH3:49])[CH3:44])[CH2:15][CH2:16]2)[CH:7]=[C:8]([F:10])[CH:9]=1. The catalyst class is: 4. (6) Reactant: C([O-])([O-])=O.[Cs+].[Cs+].[NH2:7][C:8]1[C:15](I)=[CH:14][C:11]([C:12]#[N:13])=[CH:10][C:9]=1[F:17].[CH2:18](B(CC)CC)[CH3:19]. Product: [NH2:7][C:8]1[C:9]([F:17])=[CH:10][C:11]([C:12]#[N:13])=[CH:14][C:15]=1[CH2:18][CH3:19]. The catalyst class is: 3. (7) Reactant: [Cl:1][C:2]1[CH:3]=[C:4]([CH:7]=[CH:8][C:9]=1[Cl:10])[CH2:5][OH:6].CC(C)([O-])C.[K+].[Cl:17][C:18]1[C:19](F)=[CH:20][C:21]([F:33])=[C:22]([CH:32]=1)[C:23]([NH:25][S:26](=[O:31])(=[O:30])[N:27]([CH3:29])[CH3:28])=[O:24]. Product: [Cl:17][C:18]1[C:19]([O:6][CH2:5][C:4]2[CH:7]=[CH:8][C:9]([Cl:10])=[C:2]([Cl:1])[CH:3]=2)=[CH:20][C:21]([F:33])=[C:22]([CH:32]=1)[C:23]([NH:25][S:26](=[O:30])(=[O:31])[N:27]([CH3:29])[CH3:28])=[O:24]. The catalyst class is: 148.